The task is: Predict the reactants needed to synthesize the given product.. This data is from Full USPTO retrosynthesis dataset with 1.9M reactions from patents (1976-2016). Given the product [NH2:1][C:2]1[C:7](=[O:8])[NH:6][C:5]2[N:9]=[CH:10][CH:11]=[C:12]([O:13][C:14]3[C:23]4[C:18](=[CH:19][CH:20]=[CH:21][CH:22]=4)[C:17]([NH:24][C:37]([NH:36][C:27]4[CH:28]=[C:29]([C:32]([F:33])([F:35])[F:34])[CH:30]=[CH:31][C:26]=4[F:25])=[O:38])=[CH:16][CH:15]=3)[C:4]=2[N:3]=1, predict the reactants needed to synthesize it. The reactants are: [NH2:1][C:2]1[C:7](=[O:8])[NH:6][C:5]2[N:9]=[CH:10][CH:11]=[C:12]([O:13][C:14]3[C:23]4[C:18](=[CH:19][CH:20]=[CH:21][CH:22]=4)[C:17]([NH2:24])=[CH:16][CH:15]=3)[C:4]=2[N:3]=1.[F:25][C:26]1[CH:31]=[CH:30][C:29]([C:32]([F:35])([F:34])[F:33])=[CH:28][C:27]=1[N:36]=[C:37]=[O:38].